Dataset: Catalyst prediction with 721,799 reactions and 888 catalyst types from USPTO. Task: Predict which catalyst facilitates the given reaction. (1) Reactant: [F:1][C:2]1[CH:7]=[CH:6][C:5]([C:8]([C:11]2[N:15]([C:16]3[CH:21]=[CH:20][C:19]([F:22])=[CH:18][CH:17]=3)[C:14]([SH:23])=[N:13][CH:12]=2)([CH3:10])[CH3:9])=[CH:4][C:3]=1[O:24][CH3:25].CS(O[CH2:31][C:32]1[C:37]([F:38])=[CH:36][C:35]([O:39][CH2:40][CH2:41][CH2:42][O:43][Si:44]([C:47]([CH3:50])([CH3:49])[CH3:48])([CH3:46])[CH3:45])=[CH:34][C:33]=1[Cl:51])(=O)=O.C([O-])([O-])=O.[Cs+].[Cs+]. Product: [Si:44]([O:43][CH2:42][CH2:41][CH2:40][O:39][C:35]1[CH:36]=[C:37]([F:38])[C:32]([CH2:31][S:23][C:14]2[N:15]([C:16]3[CH:21]=[CH:20][C:19]([F:22])=[CH:18][CH:17]=3)[C:11]([C:8]([C:5]3[CH:6]=[CH:7][C:2]([F:1])=[C:3]([O:24][CH3:25])[CH:4]=3)([CH3:10])[CH3:9])=[CH:12][N:13]=2)=[C:33]([Cl:51])[CH:34]=1)([C:47]([CH3:49])([CH3:50])[CH3:48])([CH3:46])[CH3:45]. The catalyst class is: 23. (2) Reactant: [CH3:1][C:2]1([CH3:14])[C:6]([CH3:8])([CH3:7])[O:5][B:4]([C:9]2[CH:10]=[N:11][NH:12][CH:13]=2)[O:3]1.S(OC)(O[CH2:19][C:20]1([CH2:24][O:25][CH2:26][C:27]2[CH:32]=[CH:31][CH:30]=[CH:29][CH:28]=2)[CH2:23][O:22][CH2:21]1)(=O)=O.C(=O)([O-])[O-].[K+].[K+]. Product: [CH2:26]([O:25][CH2:24][C:20]1([CH2:19][N:12]2[CH:13]=[C:9]([B:4]3[O:5][C:6]([CH3:7])([CH3:8])[C:2]([CH3:14])([CH3:1])[O:3]3)[CH:10]=[N:11]2)[CH2:23][O:22][CH2:21]1)[C:27]1[CH:32]=[CH:31][CH:30]=[CH:29][CH:28]=1. The catalyst class is: 31.